Dataset: Forward reaction prediction with 1.9M reactions from USPTO patents (1976-2016). Task: Predict the product of the given reaction. (1) Given the reactants [NH2:1][C:2]1[CH:7]=[CH:6][C:5]([S:8][C:9]2[C:18]3[C:13](=[CH:14][CH:15]=[CH:16][CH:17]=3)[NH:12]/[C:11](=[C:19]3/[C:20]([CH2:25][CH2:26][CH3:27])=[N:21][NH:22][C:23]/3=[O:24])/[CH:10]=2)=[CH:4][CH:3]=1.[CH:28]1([C:33](Cl)=[O:34])[CH2:32][CH2:31][CH2:30][CH2:29]1, predict the reaction product. The product is: [O:24]=[C:23]1[NH:22][N:21]=[C:20]([CH2:25][CH2:26][CH3:27])/[C:19]/1=[C:11]1/[NH:12][C:13]2[C:18]([C:9]([S:8][C:5]3[CH:4]=[CH:3][C:2]([NH:1][C:33]([CH:28]4[CH2:32][CH2:31][CH2:30][CH2:29]4)=[O:34])=[CH:7][CH:6]=3)=[CH:10]/1)=[CH:17][CH:16]=[CH:15][CH:14]=2. (2) Given the reactants [N:1]1[CH:6]=[CH:5][CH:4]=[CH:3][C:2]=1[C:7]1[CH:8]=[C:9]([CH:13]=[CH:14][CH:15]=1)[C:10]([OH:12])=O.CCN=C=NCCCN(C)C.C1C=CC2N(O)N=NC=2C=1.CCN(CC)CC.[NH2:44][CH2:45][CH:46]([OH:57])[CH2:47][N:48]1[CH2:56][C:55]2[C:50](=[CH:51][CH:52]=[CH:53][CH:54]=2)[CH2:49]1, predict the reaction product. The product is: [OH:57][CH:46]([CH2:47][N:48]1[CH2:49][C:50]2[C:55](=[CH:54][CH:53]=[CH:52][CH:51]=2)[CH2:56]1)[CH2:45][NH:44][C:10](=[O:12])[C:9]1[CH:13]=[CH:14][CH:15]=[C:7]([C:2]2[CH:3]=[CH:4][CH:5]=[CH:6][N:1]=2)[CH:8]=1. (3) Given the reactants [OH:1][C:2]1[CH:7]=[CH:6][CH:5]=[CH:4][C:3]=1[C:8]([CH3:13])([CH3:12])[C:9]([NH2:11])=[O:10].C(=O)([O-])[O-].[K+].[K+].[CH2:20](Br)[C:21]1[CH:26]=[CH:25][CH:24]=[CH:23][CH:22]=1, predict the reaction product. The product is: [CH3:12][C:8]([CH3:13])([C:3]1[CH:4]=[CH:5][CH:6]=[CH:7][C:2]=1[O:1][CH2:20][C:21]1[CH:26]=[CH:25][CH:24]=[CH:23][CH:22]=1)[C:9]([NH2:11])=[O:10]. (4) The product is: [C:1]([C:9]1[CH:10]=[C:11]([CH:18]=[C:19]([CH2:21][Br:22])[CH:20]=1)[C:12]([N:14]([O:16][CH3:17])[CH3:15])=[O:13])(=[O:8])[C:2]1[CH:3]=[CH:4][CH:5]=[CH:6][CH:7]=1. Given the reactants [C:1]([C:9]1[CH:10]=[C:11]([CH:18]=[C:19]([CH3:21])[CH:20]=1)[C:12]([N:14]([O:16][CH3:17])[CH3:15])=[O:13])(=[O:8])[C:2]1[CH:7]=[CH:6][CH:5]=[CH:4][CH:3]=1.[Br:22]N1C(=O)CCC1=O.N(C(C)(C)C#N)=NC(C)(C)C#N.C(Cl)(Cl)(Cl)Cl, predict the reaction product. (5) Given the reactants C([O:5][C:6](=[O:38])[CH2:7][O:8][C:9]1[C:14]2[CH2:15][CH2:16][CH2:17][CH2:18][CH:19]([N:20]([S:22]([C:25]3[CH:30]=[C:29]([C:31]([F:34])([F:33])[F:32])[CH:28]=[C:27]([C:35](=[O:37])[CH3:36])[CH:26]=3)(=[O:24])=[O:23])[CH3:21])[C:13]=2[CH:12]=[CH:11][CH:10]=1)(C)(C)C.[OH-].[Na+], predict the reaction product. The product is: [C:35]([C:27]1[CH:26]=[C:25]([S:22]([N:20]([CH3:21])[CH:19]2[C:13]3[CH:12]=[CH:11][CH:10]=[C:9]([O:8][CH2:7][C:6]([OH:38])=[O:5])[C:14]=3[CH2:15][CH2:16][CH2:17][CH2:18]2)(=[O:24])=[O:23])[CH:30]=[C:29]([C:31]([F:33])([F:32])[F:34])[CH:28]=1)(=[O:37])[CH3:36]. (6) Given the reactants [Br:1]N1C(=O)CCC1=O.[O:9]1[CH:13]=[CH:12][CH2:11][CH2:10]1.[CH2:14]([OH:17])[C:15]#[CH:16], predict the reaction product. The product is: [Br:1][CH:12]1[CH2:11][CH2:10][O:9][CH:13]1[O:17][CH2:14][C:15]#[CH:16]. (7) Given the reactants [F:1][C:2]([F:23])([F:22])[C:3]1[CH:8]=[CH:7][C:6]([C:9]2[N:10]=[C:11]([C:14]3([CH2:20][NH2:21])[CH2:19][CH2:18][O:17][CH2:16][CH2:15]3)[S:12][CH:13]=2)=[CH:5][CH:4]=1.[F:24][C:25]([F:41])([F:40])[C:26]1[O:30][N:29]=[C:28]([C:31]2[CH:32]=[C:33]([CH:37]=[CH:38][CH:39]=2)[C:34](O)=[O:35])[N:27]=1, predict the reaction product. The product is: [F:40][C:25]([F:24])([F:41])[C:26]1[O:30][N:29]=[C:28]([C:31]2[CH:32]=[C:33]([CH:37]=[CH:38][CH:39]=2)[C:34]([NH:21][CH2:20][C:14]2([C:11]3[S:12][CH:13]=[C:9]([C:6]4[CH:5]=[CH:4][C:3]([C:2]([F:1])([F:22])[F:23])=[CH:8][CH:7]=4)[N:10]=3)[CH2:19][CH2:18][O:17][CH2:16][CH2:15]2)=[O:35])[N:27]=1. (8) The product is: [CH2:1]([N:3]1[CH:11]=[C:10]2[C:5]([CH:6]=[C:7]([C:13]([O:15][CH3:16])=[O:14])[CH:8]=[C:9]2[O:12][C:18]2[CH:23]=[N:22][C:21]([C:24]([N:26]3[CH2:27][CH2:28][CH2:29][CH2:30]3)=[O:25])=[CH:20][N:19]=2)=[N:4]1)[CH3:2]. Given the reactants [CH2:1]([N:3]1[CH:11]=[C:10]2[C:5]([CH:6]=[C:7]([C:13]([O:15][CH3:16])=[O:14])[CH:8]=[C:9]2[OH:12])=[N:4]1)[CH3:2].Cl[C:18]1[N:19]=[CH:20][C:21]([C:24]([N:26]2[CH2:30][CH2:29][CH2:28][CH2:27]2)=[O:25])=[N:22][CH:23]=1, predict the reaction product. (9) Given the reactants [F:1][C:2]1[CH:7]=[CH:6][C:5]([CH:8]([NH:21][C:22](=[O:28])[O:23][C:24]([CH3:27])([CH3:26])[CH3:25])[C:9](=[O:20])[C:10]2[CH:15]=[CH:14][CH:13]=[C:12]([C:16]([F:19])([F:18])[F:17])[CH:11]=2)=[CH:4][CH:3]=1.[BH4-].[Na+], predict the reaction product. The product is: [F:1][C:2]1[CH:7]=[CH:6][C:5]([CH:8]([NH:21][C:22](=[O:28])[O:23][C:24]([CH3:26])([CH3:25])[CH3:27])[CH:9]([OH:20])[C:10]2[CH:15]=[CH:14][CH:13]=[C:12]([C:16]([F:18])([F:19])[F:17])[CH:11]=2)=[CH:4][CH:3]=1.